Dataset: NCI-60 drug combinations with 297,098 pairs across 59 cell lines. Task: Regression. Given two drug SMILES strings and cell line genomic features, predict the synergy score measuring deviation from expected non-interaction effect. (1) Drug 1: CCCCCOC(=O)NC1=NC(=O)N(C=C1F)C2C(C(C(O2)C)O)O. Drug 2: CN(C(=O)NC(C=O)C(C(C(CO)O)O)O)N=O. Cell line: NCI/ADR-RES. Synergy scores: CSS=-7.89, Synergy_ZIP=3.91, Synergy_Bliss=2.43, Synergy_Loewe=-5.23, Synergy_HSA=-5.13. (2) Drug 1: C1C(C(OC1N2C=NC3=C(N=C(N=C32)Cl)N)CO)O. Drug 2: CC=C1C(=O)NC(C(=O)OC2CC(=O)NC(C(=O)NC(CSSCCC=C2)C(=O)N1)C(C)C)C(C)C. Cell line: OVCAR3. Synergy scores: CSS=23.3, Synergy_ZIP=0.539, Synergy_Bliss=2.07, Synergy_Loewe=-15.7, Synergy_HSA=-1.37. (3) Drug 1: CCC1(CC2CC(C3=C(CCN(C2)C1)C4=CC=CC=C4N3)(C5=C(C=C6C(=C5)C78CCN9C7C(C=CC9)(C(C(C8N6C)(C(=O)OC)O)OC(=O)C)CC)OC)C(=O)OC)O.OS(=O)(=O)O. Drug 2: C1=CC=C(C=C1)NC(=O)CCCCCCC(=O)NO. Cell line: SK-OV-3. Synergy scores: CSS=14.0, Synergy_ZIP=-0.815, Synergy_Bliss=2.43, Synergy_Loewe=0.934, Synergy_HSA=0.912. (4) Drug 1: C1=CC(=C2C(=C1NCCNCCO)C(=O)C3=C(C=CC(=C3C2=O)O)O)NCCNCCO. Drug 2: CC(C)CN1C=NC2=C1C3=CC=CC=C3N=C2N. Cell line: OVCAR-5. Synergy scores: CSS=19.0, Synergy_ZIP=-5.71, Synergy_Bliss=2.04, Synergy_Loewe=-15.1, Synergy_HSA=2.05. (5) Drug 1: C1CCN(CC1)CCOC2=CC=C(C=C2)C(=O)C3=C(SC4=C3C=CC(=C4)O)C5=CC=C(C=C5)O. Drug 2: CCCS(=O)(=O)NC1=C(C(=C(C=C1)F)C(=O)C2=CNC3=C2C=C(C=N3)C4=CC=C(C=C4)Cl)F. Cell line: RXF 393. Synergy scores: CSS=18.8, Synergy_ZIP=-1.79, Synergy_Bliss=-2.12, Synergy_Loewe=-3.78, Synergy_HSA=-1.13. (6) Drug 1: CCCCC(=O)OCC(=O)C1(CC(C2=C(C1)C(=C3C(=C2O)C(=O)C4=C(C3=O)C=CC=C4OC)O)OC5CC(C(C(O5)C)O)NC(=O)C(F)(F)F)O. Drug 2: C1=CN(C=N1)CC(O)(P(=O)(O)O)P(=O)(O)O. Cell line: SF-295. Synergy scores: CSS=2.61, Synergy_ZIP=0.421, Synergy_Bliss=0.607, Synergy_Loewe=-0.960, Synergy_HSA=-0.543. (7) Drug 1: CS(=O)(=O)C1=CC(=C(C=C1)C(=O)NC2=CC(=C(C=C2)Cl)C3=CC=CC=N3)Cl. Drug 2: C1CNP(=O)(OC1)N(CCCl)CCCl. Cell line: SNB-19. Synergy scores: CSS=3.34, Synergy_ZIP=5.77, Synergy_Bliss=2.32, Synergy_Loewe=0.316, Synergy_HSA=1.82.